Dataset: Full USPTO retrosynthesis dataset with 1.9M reactions from patents (1976-2016). Task: Predict the reactants needed to synthesize the given product. Given the product [CH2:43]([O:42][C:40](=[O:41])[CH:39]([N:16]([CH2:15][C:12]1[CH:11]=[CH:10][C:9]([CH2:8][NH:7][C:6]([O:5][C:1]([CH3:3])([CH3:4])[CH3:2])=[O:28])=[CH:14][CH:13]=1)[CH2:17][CH2:18][CH2:19][CH2:20][N:21]([CH2:22][CH2:23][CH3:24])[CH2:25][CH2:26][CH3:27])[C:45]([O:47][CH2:48][CH3:49])=[O:46])[CH3:44], predict the reactants needed to synthesize it. The reactants are: [C:1]([O:5][C:6](=[O:28])[NH:7][CH2:8][C:9]1[CH:14]=[CH:13][C:12]([CH2:15][NH:16][CH2:17][CH2:18][CH2:19][CH2:20][N:21]([CH2:25][CH2:26][CH3:27])[CH2:22][CH2:23][CH3:24])=[CH:11][CH:10]=1)([CH3:4])([CH3:3])[CH3:2].C(N(C(C)C)CC)(C)C.Br[CH:39]([C:45]([O:47][CH2:48][CH3:49])=[O:46])[C:40]([O:42][CH2:43][CH3:44])=[O:41].C(=O)([O-])O.[Na+].